From a dataset of Catalyst prediction with 721,799 reactions and 888 catalyst types from USPTO. Predict which catalyst facilitates the given reaction. (1) Reactant: [CH2:1]1[C:5]2([CH2:10][CH2:9][NH:8][CH2:7][CH2:6]2)[CH2:4][CH2:3][N:2]1[C:11]([O:13][C:14]([CH3:17])([CH3:16])[CH3:15])=[O:12].[C:18]1(=O)[CH2:21][CH2:20][CH2:19]1.C(O[BH-](OC(=O)C)OC(=O)C)(=O)C.[Na+].[OH-].[Na+]. Product: [CH:18]1([N:8]2[CH2:7][CH2:6][C:5]3([CH2:1][N:2]([C:11]([O:13][C:14]([CH3:17])([CH3:16])[CH3:15])=[O:12])[CH2:3][CH2:4]3)[CH2:10][CH2:9]2)[CH2:21][CH2:20][CH2:19]1. The catalyst class is: 2. (2) Reactant: [N:1]1[N:2]([C:6]2[CH:32]=[CH:31][CH:30]=[CH:29][C:7]=2[C:8]([N:10]2[C@H:15]([CH3:16])[CH2:14][CH2:13][C@@H:12]([O:17][C:18]3[N:27]=[CH:26][CH:25]=[C:24](I)[C:19]=3[C:20]([O:22][CH3:23])=[O:21])[CH2:11]2)=[O:9])[N:3]=[CH:4][CH:5]=1.[CH2:33]([Zn]CC)[CH3:34]. Product: [CH2:33]([C:24]1[CH:25]=[CH:26][N:27]=[C:18]([O:17][C@@H:12]2[CH2:13][CH2:14][C@@H:15]([CH3:16])[N:10]([C:8]([C:7]3[CH:29]=[CH:30][CH:31]=[CH:32][C:6]=3[N:2]3[N:3]=[CH:4][CH:5]=[N:1]3)=[O:9])[CH2:11]2)[C:19]=1[C:20]([O:22][CH3:23])=[O:21])[CH3:34]. The catalyst class is: 176.